This data is from Reaction yield outcomes from USPTO patents with 853,638 reactions. The task is: Predict the reaction yield, written as a fraction of the theoretical maximum amount of product (1.0 means a 100% yield; for example, 0.34 means a 34% yield). (1) The reactants are Br[CH:2]1[C:10]2[C:5](=[CH:6][C:7]([Cl:12])=[C:8]([Cl:11])[CH:9]=2)[C:4](=[O:13])[O:3]1.[O:14]1CCOCC1. The catalyst is Cl. The product is [Cl:11][C:8]1[C:7]([Cl:12])=[CH:6][C:5]([C:4]([OH:3])=[O:13])=[C:10]([CH:2]=[O:14])[CH:9]=1. The yield is 0.730. (2) The reactants are Br[C:2]1[CH:17]=[N:16][C:5]2[NH:6][C:7](=[O:15])[N:8]([CH2:10][CH2:11][N:12]([CH3:14])[CH3:13])[CH2:9][C:4]=2[CH:3]=1.[C:18]([O:22][C:23]([CH3:26])([CH3:25])[CH3:24])(=[O:21])[CH:19]=[CH2:20].C(N(C(C)C)C(C)C)C.CC1C=CC=CC=1P(C1C=CC=CC=1C)C1C=CC=CC=1C. The catalyst is C(#N)CC.CN(C=O)C.CC([O-])=O.CC([O-])=O.[Pd+2]. The product is [C:23]([O:22][C:18](=[O:21])/[CH:19]=[CH:20]/[C:2]1[CH:17]=[N:16][C:5]2[NH:6][C:7](=[O:15])[N:8]([CH2:10][CH2:11][N:12]([CH3:14])[CH3:13])[CH2:9][C:4]=2[CH:3]=1)([CH3:26])([CH3:25])[CH3:24]. The yield is 0.540. (3) The reactants are [F:1][C:2]1[CH:10]=[C:9]([C:11]2[N:16]=[C:15]3[N:17]([CH2:20][C:21]4[CH:22]=[C:23]5[C:28](=[CH:29][CH:30]=4)[N:27]=[CH:26][CH:25]=[CH:24]5)[N:18]=[N:19][C:14]3=[CH:13][CH:12]=2)[CH:8]=[CH:7][C:3]=1[C:4](O)=[O:5].C1C=CC2N(O)N=[N:37]C=2C=1.CCN=C=NC[CH2:47][CH2:48][N:49]([CH3:51])[CH3:50].Cl.C(N(CC)CC)C. The catalyst is CN(C=O)C.O. The product is [CH3:51][N:49]([CH3:50])[CH2:48][CH2:47][NH:37][C:4](=[O:5])[C:3]1[CH:7]=[CH:8][C:9]([C:11]2[N:16]=[C:15]3[N:17]([CH2:20][C:21]4[CH:22]=[C:23]5[C:28](=[CH:29][CH:30]=4)[N:27]=[CH:26][CH:25]=[CH:24]5)[N:18]=[N:19][C:14]3=[CH:13][CH:12]=2)=[CH:10][C:2]=1[F:1]. The yield is 0.170.